From a dataset of Full USPTO retrosynthesis dataset with 1.9M reactions from patents (1976-2016). Predict the reactants needed to synthesize the given product. (1) Given the product [S:64]1[C:68]2[CH:69]=[CH:70][CH:71]=[CH:72][C:67]=2[N:66]=[C:65]1[CH2:73][NH:74][C:22](=[O:24])[CH2:21][CH:18]1[CH2:19][CH2:20][N:15]([CH2:14][C:11]2[CH:12]=[CH:13][N:9]([C:6]3[CH:7]=[CH:8][C:3]([C:2]([F:1])([F:26])[F:25])=[CH:4][CH:5]=3)[CH:10]=2)[CH2:16][CH2:17]1, predict the reactants needed to synthesize it. The reactants are: [F:1][C:2]([F:26])([F:25])[C:3]1[CH:8]=[CH:7][C:6]([N:9]2[CH:13]=[CH:12][C:11]([CH2:14][N:15]3[CH2:20][CH2:19][CH:18]([CH2:21][C:22]([OH:24])=O)[CH2:17][CH2:16]3)=[CH:10]2)=[CH:5][CH:4]=1.Cl[Li].Cl.CCN(C(C)C)C(C)C.CN(C(ON1N=NC2C=CC=NC1=2)=[N+](C)C)C.F[P-](F)(F)(F)(F)F.Cl.[S:64]1[C:68]2[CH:69]=[CH:70][CH:71]=[CH:72][C:67]=2[N:66]=[C:65]1[CH2:73][NH2:74]. (2) Given the product [C:28]([C:2]1[CH:11]=[C:10]2[C:5]([C:6]([OH:26])=[C:7]([C:15]([NH:17][CH2:18][C:19]([O:21][C:22]([CH3:25])([CH3:24])[CH3:23])=[O:20])=[O:16])[C:8](=[O:14])[C:9]2([CH3:13])[CH3:12])=[CH:4][CH:3]=1)#[N:29], predict the reactants needed to synthesize it. The reactants are: Br[C:2]1[CH:11]=[C:10]2[C:5]([C:6]([OH:26])=[C:7]([C:15]([NH:17][CH2:18][C:19]([O:21][C:22]([CH3:25])([CH3:24])[CH3:23])=[O:20])=[O:16])[C:8](=[O:14])[C:9]2([CH3:13])[CH3:12])=[CH:4][CH:3]=1.[Cu](C#N)[C:28]#[N:29]. (3) The reactants are: [F:1][C:2]1[C:3]([N+:24]([O-])=O)=[C:4]([NH:9][CH:10]2[CH2:15][CH2:14][N:13]([C@H:16]3[CH2:21][CH2:20][C@H:19]([O:22][CH3:23])[CH2:18][CH2:17]3)[CH2:12][CH2:11]2)[CH:5]=[C:6]([CH3:8])[CH:7]=1.O.NN. Given the product [F:1][C:2]1[CH:7]=[C:6]([CH3:8])[CH:5]=[C:4]([NH:9][CH:10]2[CH2:15][CH2:14][N:13]([C@H:16]3[CH2:21][CH2:20][C@H:19]([O:22][CH3:23])[CH2:18][CH2:17]3)[CH2:12][CH2:11]2)[C:3]=1[NH2:24], predict the reactants needed to synthesize it. (4) Given the product [CH3:37][O:38][C:39](=[O:48])[CH2:40][C:41]1[CH:42]=[N:43][CH:44]=[C:45]([C:9]2[CH:10]=[CH:11][C:6]([C:3]([CH2:1][CH3:2])([C:22]3[CH:35]=[CH:34][C:25]([O:26][CH2:27][CH:28]([OH:33])[C:29]([CH3:31])([CH3:32])[CH3:30])=[C:24]([CH3:36])[CH:23]=3)[CH2:4][CH3:5])=[CH:7][C:8]=2[CH3:21])[CH:46]=1, predict the reactants needed to synthesize it. The reactants are: [CH2:1]([C:3]([C:22]1[CH:35]=[CH:34][C:25]([O:26][CH2:27][CH:28]([OH:33])[C:29]([CH3:32])([CH3:31])[CH3:30])=[C:24]([CH3:36])[CH:23]=1)([C:6]1[CH:11]=[CH:10][C:9](B2OC(C)(C)C(C)(C)O2)=[C:8]([CH3:21])[CH:7]=1)[CH2:4][CH3:5])[CH3:2].[CH3:37][O:38][C:39](=[O:48])[CH2:40][C:41]1[CH:42]=[N:43][CH:44]=[C:45](Br)[CH:46]=1.P([O-])([O-])([O-])=O.[K+].[K+].[K+].